From a dataset of Full USPTO retrosynthesis dataset with 1.9M reactions from patents (1976-2016). Predict the reactants needed to synthesize the given product. (1) Given the product [CH3:1][C:2]1[C:3]([CH:10]2[CH2:15][C:14]([CH3:29])([S:16]([C:19]3[CH:24]=[CH:23][CH:22]=[C:21]([C:25]([F:27])([F:28])[F:26])[CH:20]=3)(=[O:18])=[O:17])[CH2:13][CH2:12][O:11]2)=[N:4][CH:5]=[C:6]([S:32]([CH3:36])(=[O:34])=[O:33])[CH:7]=1, predict the reactants needed to synthesize it. The reactants are: [CH3:1][C:2]1[C:3]([CH:10]2[CH2:15][C:14]([CH3:29])([S:16]([C:19]3[CH:24]=[CH:23][CH:22]=[C:21]([C:25]([F:28])([F:27])[F:26])[CH:20]=3)(=[O:18])=[O:17])[CH2:13][CH2:12][O:11]2)=[N:4][CH:5]=[C:6](SC)[CH:7]=1.OO[S:32]([O-:34])=[O:33].[K+].[CH3:36]O. (2) The reactants are: [CH:1]1([CH2:7][C@H:8]([N:12]2[CH2:16][C:15]([O:17][C:18]3[CH:23]=[C:22]([Cl:24])[CH:21]=[CH:20][C:19]=3[Cl:25])=[CH:14][C:13]2=[O:26])[C:9](O)=[O:10])[CH2:6][CH2:5][CH2:4][CH2:3][CH2:2]1.Cl.[CH3:28]N(C)CCCN=C=NCC.C(N(CC)C(C)C)(C)C.ON1C2C=CC=CC=2N=N1.Cl.[OH:59][C@@H:60]([CH2:90]O)[CH2:61][N:62]1[CH:66]=[CH:65][C:64]([NH:67]C(=O)[C@@H](N2CC(OC3C=CC=C(Cl)C=3Cl)=CC2=O)CC(C)C)=[N:63]1. Given the product [CH:1]1([CH2:7][C@H:8]([N:12]2[CH2:16][C:15]([O:17][C:18]3[CH:23]=[C:22]([Cl:24])[CH:21]=[CH:20][C:19]=3[Cl:25])=[CH:14][C:13]2=[O:26])[C:9]([NH:67][C:64]2[CH:65]=[CH:66][N:62]([CH2:61][C:60]([OH:59])([CH3:90])[CH3:28])[N:63]=2)=[O:10])[CH2:6][CH2:5][CH2:4][CH2:3][CH2:2]1, predict the reactants needed to synthesize it.